This data is from Forward reaction prediction with 1.9M reactions from USPTO patents (1976-2016). The task is: Predict the product of the given reaction. (1) Given the reactants [C:1]([O:5][C:6]([N:8]1[CH2:13][CH2:12][CH:11]([NH:14][S:15]([C:18]2[C:27]3[C:22](=[CH:23][CH:24]=[CH:25][CH:26]=3)[C:21]([N:28]3C(=O)C4C(=CC=CC=4)C3=O)=[CH:20][CH:19]=2)(=[O:17])=[O:16])[CH2:10][CH2:9]1)=[O:7])([CH3:4])([CH3:3])[CH3:2].COC1C=CC(NS(C2C3C(=CC=CC=3)C(N3C(=O)C4C(=CC=CC=4)C3=O)=CC=2)(=O)=O)=CC=1, predict the reaction product. The product is: [C:1]([O:5][C:6]([N:8]1[CH2:13][CH2:12][CH:11]([NH:14][S:15]([C:18]2[C:27]3[C:22](=[CH:23][CH:24]=[CH:25][CH:26]=3)[C:21]([NH2:28])=[CH:20][CH:19]=2)(=[O:17])=[O:16])[CH2:10][CH2:9]1)=[O:7])([CH3:4])([CH3:2])[CH3:3]. (2) Given the reactants [F:1][C:2]1[C:3]([CH3:33])=[C:4]([N:8]2[C:12]([S:13]([C:16]3[CH:17]=[N:18][C:19]([CH3:22])=[CH:20][CH:21]=3)(=[O:15])=[O:14])=[CH:11][C:10]([CH2:23][N:24](C)[C:25](=O)OC(C)(C)C)=[N:9]2)[CH:5]=[CH:6][CH:7]=1.[C:34]([O:37]CC)(=[O:36])[CH3:35].[C:40]([O:43]CC)(=[O:42])[CH3:41].Cl, predict the reaction product. The product is: [C:40]([OH:43])(=[O:42])/[CH:41]=[CH:35]/[C:34]([OH:37])=[O:36].[F:1][C:2]1[C:3]([CH3:33])=[C:4]([N:8]2[C:12]([S:13]([C:16]3[CH:17]=[N:18][C:19]([CH3:22])=[CH:20][CH:21]=3)(=[O:15])=[O:14])=[CH:11][C:10]([CH2:23][NH:24][CH3:25])=[N:9]2)[CH:5]=[CH:6][CH:7]=1. (3) Given the reactants [PH3]=O.[CH:3]1[CH:8]=[N:7][CH:6]=[C:5]2[CH2:9][O:10][C:11]3[CH:12]=[C:13]([O:17][CH2:18][C@H:19]([N:24]4C(=O)C5C(=CC=CC=5)C4=O)[CH2:20][CH:21]([CH3:23])[CH3:22])[CH:14]=[CH:15][C:16]=3[C:4]=12.NN, predict the reaction product. The product is: [CH:3]1[CH:8]=[N:7][CH:6]=[C:5]2[CH2:9][O:10][C:11]3[CH:12]=[C:13]([O:17][CH2:18][C@H:19]([NH2:24])[CH2:20][CH:21]([CH3:22])[CH3:23])[CH:14]=[CH:15][C:16]=3[C:4]=12. (4) Given the reactants [CH3:1][O:2][C:3]1[CH:11]=[C:10]2[C:6]([CH:7]=[CH:8][NH:9]2)=[CH:5][CH:4]=1.C([BH3-])#N.[Na+], predict the reaction product. The product is: [CH3:1][O:2][C:3]1[CH:11]=[C:10]2[C:6]([CH2:7][CH2:8][NH:9]2)=[CH:5][CH:4]=1.